This data is from Reaction yield outcomes from USPTO patents with 853,638 reactions. The task is: Predict the reaction yield, written as a fraction of the theoretical maximum amount of product (1.0 means a 100% yield; for example, 0.34 means a 34% yield). (1) The reactants are [CH2:1]([C:7]1[CH:8]=[N:9][C:10]2[C:15]([CH:16]=1)=[CH:14][CH:13]=[CH:12][C:11]=2[C:17]([OH:19])=O)[CH2:2][CH2:3][CH2:4][CH2:5][CH3:6].[NH2:20][C:21]1[CH:22]=[C:23]([CH:32]=[CH:33][CH:34]=1)[O:24][CH2:25][C:26]([O:28][CH:29]([CH3:31])[CH3:30])=[O:27].CN1CCOCC1.F[P-](F)(F)(F)(F)F.N1(OC(N(C)C)=[N+](C)C)C2N=CC=CC=2N=N1. The catalyst is CN(C=O)C. The product is [CH2:1]([C:7]1[CH:8]=[N:9][C:10]2[C:15]([CH:16]=1)=[CH:14][CH:13]=[CH:12][C:11]=2[C:17]([NH:20][C:21]1[CH:22]=[C:23]([CH:32]=[CH:33][CH:34]=1)[O:24][CH2:25][C:26]([O:28][CH:29]([CH3:30])[CH3:31])=[O:27])=[O:19])[CH2:2][CH2:3][CH2:4][CH2:5][CH3:6]. The yield is 0.870. (2) The reactants are [C:1]([C:3]1[N:8]=[N:7][C:6]([N:9]2[CH2:14][CH2:13][CH:12]([NH:15]C(=O)OC(C)(C)C)[CH2:11][CH2:10]2)=[CH:5][CH:4]=1)#[N:2].Cl.CCOC(C)=O. The catalyst is C(Cl)Cl. The product is [NH2:15][CH:12]1[CH2:13][CH2:14][N:9]([C:6]2[N:7]=[N:8][C:3]([C:1]#[N:2])=[CH:4][CH:5]=2)[CH2:10][CH2:11]1. The yield is 0.882. (3) The reactants are [C:1]([C:3]1[C:4]([C:17]2[CH:22]=[CH:21][C:20]([Cl:23])=[CH:19][C:18]=2[Cl:24])=[C:5]([C:14](O)=[O:15])[S:6][C:7]=1[N:8]1[CH2:13][CH2:12][O:11][CH2:10][CH2:9]1)#[N:2].[NH2:25][CH2:26][CH2:27][NH:28]C(OC(C)(C)C)=O.Cl.CN(C)CCCN=C=NCC.ON1C2C=CC=CC=2N=N1.Cl. The catalyst is C(Cl)Cl.O.O1CCOCC1. The product is [NH2:25][CH2:26][CH2:27][NH:28][C:14]([C:5]1[S:6][C:7]([N:8]2[CH2:9][CH2:10][O:11][CH2:12][CH2:13]2)=[C:3]([C:1]#[N:2])[C:4]=1[C:17]1[CH:22]=[CH:21][C:20]([Cl:23])=[CH:19][C:18]=1[Cl:24])=[O:15]. The yield is 0.670. (4) The catalyst is C1COCC1. The yield is 0.750. The product is [F:13][C:9]1[CH:8]=[C:7]([S:4]([C:2]([C:25]2([OH:24])[CH2:26][CH2:27][N:28]([C:31]([O:33][C:34]([CH3:37])([CH3:36])[CH3:35])=[O:32])[CH2:29][CH2:30]2)([CH3:3])[CH3:1])(=[O:6])=[O:5])[CH:12]=[CH:11][CH:10]=1. The reactants are [CH3:1][C:2](S(C1C=C(F)C=CC=1)(=O)=O)([S:4]([C:7]1[CH:8]=[C:9]([F:13])[CH:10]=[CH:11][CH:12]=1)(=[O:6])=[O:5])[CH3:3].[O:24]=[C:25]1[CH2:30][CH2:29][N:28]([C:31]([O:33][C:34]([CH3:37])([CH3:36])[CH3:35])=[O:32])[CH2:27][CH2:26]1.